From a dataset of NCI-60 drug combinations with 297,098 pairs across 59 cell lines. Regression. Given two drug SMILES strings and cell line genomic features, predict the synergy score measuring deviation from expected non-interaction effect. (1) Drug 1: CCC1(C2=C(COC1=O)C(=O)N3CC4=CC5=C(C=CC(=C5CN(C)C)O)N=C4C3=C2)O.Cl. Drug 2: C(CCl)NC(=O)N(CCCl)N=O. Cell line: MDA-MB-435. Synergy scores: CSS=13.1, Synergy_ZIP=-6.28, Synergy_Bliss=-3.48, Synergy_Loewe=-3.46, Synergy_HSA=-3.38. (2) Cell line: SR. Drug 2: C1=CN(C(=O)N=C1N)C2C(C(C(O2)CO)O)O.Cl. Drug 1: C1CCC(C1)C(CC#N)N2C=C(C=N2)C3=C4C=CNC4=NC=N3. Synergy scores: CSS=49.0, Synergy_ZIP=6.47, Synergy_Bliss=8.60, Synergy_Loewe=-1.04, Synergy_HSA=8.57. (3) Drug 1: CNC(=O)C1=CC=CC=C1SC2=CC3=C(C=C2)C(=NN3)C=CC4=CC=CC=N4. Drug 2: CC(C1=C(C=CC(=C1Cl)F)Cl)OC2=C(N=CC(=C2)C3=CN(N=C3)C4CCNCC4)N. Cell line: RXF 393. Synergy scores: CSS=-3.08, Synergy_ZIP=-1.18, Synergy_Bliss=-5.75, Synergy_Loewe=-5.82, Synergy_HSA=-5.49. (4) Synergy scores: CSS=-11.4, Synergy_ZIP=0.802, Synergy_Bliss=-7.07, Synergy_Loewe=-14.1, Synergy_HSA=-11.5. Drug 1: CN(C)C1=NC(=NC(=N1)N(C)C)N(C)C. Drug 2: CC(C)(C#N)C1=CC(=CC(=C1)CN2C=NC=N2)C(C)(C)C#N. Cell line: TK-10. (5) Drug 1: C1C(C(OC1N2C=NC3=C(N=C(N=C32)Cl)N)CO)O. Drug 2: C1CN(CCN1C(=O)CCBr)C(=O)CCBr. Cell line: MDA-MB-435. Synergy scores: CSS=39.3, Synergy_ZIP=-13.7, Synergy_Bliss=-3.34, Synergy_Loewe=-33.4, Synergy_HSA=-2.20. (6) Drug 2: C#CCC(CC1=CN=C2C(=N1)C(=NC(=N2)N)N)C3=CC=C(C=C3)C(=O)NC(CCC(=O)O)C(=O)O. Drug 1: CC1=C2C(C(=O)C3(C(CC4C(C3C(C(C2(C)C)(CC1OC(=O)C(C(C5=CC=CC=C5)NC(=O)OC(C)(C)C)O)O)OC(=O)C6=CC=CC=C6)(CO4)OC(=O)C)OC)C)OC. Cell line: OVCAR-8. Synergy scores: CSS=43.4, Synergy_ZIP=4.75, Synergy_Bliss=2.50, Synergy_Loewe=-0.402, Synergy_HSA=2.56. (7) Drug 1: CCC1(CC2CC(C3=C(CCN(C2)C1)C4=CC=CC=C4N3)(C5=C(C=C6C(=C5)C78CCN9C7C(C=CC9)(C(C(C8N6C=O)(C(=O)OC)O)OC(=O)C)CC)OC)C(=O)OC)O.OS(=O)(=O)O. Drug 2: CC1C(C(CC(O1)OC2CC(CC3=C2C(=C4C(=C3O)C(=O)C5=CC=CC=C5C4=O)O)(C(=O)C)O)N)O. Cell line: LOX IMVI. Synergy scores: CSS=40.6, Synergy_ZIP=2.20, Synergy_Bliss=3.84, Synergy_Loewe=-0.0867, Synergy_HSA=4.07.